Dataset: Full USPTO retrosynthesis dataset with 1.9M reactions from patents (1976-2016). Task: Predict the reactants needed to synthesize the given product. (1) Given the product [CH3:1][C:2]1[CH:3]=[C:4]([CH2:25][C:24]2[CH:27]=[CH:28][C:29]([O:30][CH2:31][O:32][CH3:33])=[C:22]([CH:19]([CH3:21])[CH3:20])[CH:23]=2)[C:5]([CH3:17])=[CH:6][C:7]=1[OH:8], predict the reactants needed to synthesize it. The reactants are: [CH3:1][C:2]1[C:7]([O:8][Si](C(C)(C)C)(C)C)=[C:6](Br)[C:5]([CH3:17])=[CH:4][C:3]=1O.[CH:19]([C:22]1[CH:23]=[C:24]([CH:27]=[CH:28][C:29]=1[O:30][CH2:31][O:32][CH3:33])[CH:25]=O)([CH3:21])[CH3:20].C(O)(C(F)(F)F)=O. (2) The reactants are: [Cl:1][C:2]1[CH:3]=[C:4]([C@@H:8]([OH:36])[CH2:9][NH:10][C@H:11]([CH3:35])[CH2:12][C:13]2[CH:18]=[CH:17][C:16]([S:19]([C:22]3[CH:32]=[CH:31][C:30]([O:33][CH3:34])=[CH:29][C:23]=3[C:24]([O:26]CC)=[O:25])(=[O:21])=[O:20])=[CH:15][CH:14]=2)[CH:5]=[CH:6][CH:7]=1.[OH-].[Na+].Cl. Given the product [ClH:1].[Cl:1][C:2]1[CH:3]=[C:4]([C@@H:8]([OH:36])[CH2:9][NH:10][C@H:11]([CH3:35])[CH2:12][C:13]2[CH:14]=[CH:15][C:16]([S:19]([C:22]3[CH:32]=[CH:31][C:30]([O:33][CH3:34])=[CH:29][C:23]=3[C:24]([OH:26])=[O:25])(=[O:20])=[O:21])=[CH:17][CH:18]=2)[CH:5]=[CH:6][CH:7]=1, predict the reactants needed to synthesize it. (3) Given the product [O:4]1[C:8]2[CH:9]=[CH:10][CH:11]=[CH:12][C:7]=2[S:6][CH2:5][C@H:2]([NH2:1])[CH2:3]1, predict the reactants needed to synthesize it. The reactants are: [NH2:1][C@@H:2]([CH2:5][S:6][C:7]1[CH:12]=[CH:11][CH:10]=[CH:9][C:8]=1F)[CH2:3][OH:4].O1CCOCC1.CC([O-])(C)C.[K+].Cl. (4) Given the product [OH:8][C:9]1[CH:10]=[C:11]2[C:15](=[CH:16][CH:17]=1)[N:14]([CH2:18][C:19]([F:22])([F:20])[F:21])[C:13]([C:23]([O:25][CH2:26][CH3:27])=[O:24])=[CH:12]2, predict the reactants needed to synthesize it. The reactants are: C1(C[O:8][C:9]2[CH:10]=[C:11]3[C:15](=[CH:16][CH:17]=2)[N:14]([CH2:18][C:19]([F:22])([F:21])[F:20])[C:13]([C:23]([O:25][CH2:26][CH3:27])=[O:24])=[CH:12]3)C=CC=CC=1. (5) Given the product [ClH:32].[CH3:1][S:2]([C:5]1[CH:10]=[CH:9][C:8]([C:11]2[CH:12]=[CH:13][C:14]([O:17][CH2:18][CH:19]3[CH2:24][CH2:23][NH:22][CH2:21][CH2:20]3)=[CH:15][N:16]=2)=[CH:7][CH:6]=1)(=[O:3])=[O:4], predict the reactants needed to synthesize it. The reactants are: [CH3:1][S:2]([C:5]1[CH:10]=[CH:9][C:8]([C:11]2[N:16]=[CH:15][C:14]([O:17][CH2:18][CH:19]3[CH2:24][CH2:23][N:22](C(OC(C)(C)C)=O)[CH2:21][CH2:20]3)=[CH:13][CH:12]=2)=[CH:7][CH:6]=1)(=[O:4])=[O:3].[ClH:32].CO. (6) Given the product [CH3:1][O:2][C:3]1[CH:4]=[CH:5][CH:6]=[CH:7][C:8]=1[CH:14]([N:22]1[CH2:23][CH2:24][N:19]([CH3:18])[CH2:20][CH2:21]1)[C:13]([OH:17])=[O:16], predict the reactants needed to synthesize it. The reactants are: [CH3:1][O:2][C:3]1[C:8](B(O)O)=[CH:7][CH:6]=[CH:5][CH:4]=1.O.[C:13]([OH:17])(=[O:16])[CH:14]=O.[CH3:18][N:19]1[CH2:24][CH2:23][NH:22][CH2:21][CH2:20]1. (7) Given the product [N:29]1[CH:30]=[CH:31][CH:32]=[CH:33][C:28]=1[NH:1][C:2]1[CH:7]=[CH:6][C:5]([NH:8][C:9]([C:11]2[C:12]([C:17]3[CH:22]=[CH:21][C:20]([C:23]([F:24])([F:25])[F:26])=[CH:19][CH:18]=3)=[CH:13][CH:14]=[CH:15][CH:16]=2)=[O:10])=[CH:4][CH:3]=1, predict the reactants needed to synthesize it. The reactants are: [NH2:1][C:2]1[CH:7]=[CH:6][C:5]([NH:8][C:9]([C:11]2[C:12]([C:17]3[CH:22]=[CH:21][C:20]([C:23]([F:26])([F:25])[F:24])=[CH:19][CH:18]=3)=[CH:13][CH:14]=[CH:15][CH:16]=2)=[O:10])=[CH:4][CH:3]=1.Br[C:28]1[CH:33]=[CH:32][CH:31]=[CH:30][N:29]=1.